Dataset: NCI-60 drug combinations with 297,098 pairs across 59 cell lines. Task: Regression. Given two drug SMILES strings and cell line genomic features, predict the synergy score measuring deviation from expected non-interaction effect. (1) Drug 1: CN1CCC(CC1)COC2=C(C=C3C(=C2)N=CN=C3NC4=C(C=C(C=C4)Br)F)OC. Drug 2: CC1C(C(CC(O1)OC2CC(CC3=C2C(=C4C(=C3O)C(=O)C5=CC=CC=C5C4=O)O)(C(=O)C)O)N)O. Cell line: PC-3. Synergy scores: CSS=48.1, Synergy_ZIP=-2.30, Synergy_Bliss=0.411, Synergy_Loewe=-18.7, Synergy_HSA=3.05. (2) Drug 1: C1=CC(=CC=C1CCCC(=O)O)N(CCCl)CCCl. Drug 2: C1CCC(C(C1)N)N.C(=O)(C(=O)[O-])[O-].[Pt+4]. Cell line: SK-MEL-5. Synergy scores: CSS=22.1, Synergy_ZIP=-10.7, Synergy_Bliss=-11.1, Synergy_Loewe=-9.19, Synergy_HSA=-9.07. (3) Drug 1: C1=CC(=CC=C1CCCC(=O)O)N(CCCl)CCCl. Drug 2: CC1=C(C=C(C=C1)C(=O)NC2=CC(=CC(=C2)C(F)(F)F)N3C=C(N=C3)C)NC4=NC=CC(=N4)C5=CN=CC=C5. Cell line: SF-268. Synergy scores: CSS=32.6, Synergy_ZIP=-10.00, Synergy_Bliss=-5.91, Synergy_Loewe=-7.12, Synergy_HSA=-7.09. (4) Drug 1: CCCS(=O)(=O)NC1=C(C(=C(C=C1)F)C(=O)C2=CNC3=C2C=C(C=N3)C4=CC=C(C=C4)Cl)F. Drug 2: C(CC(=O)O)C(=O)CN.Cl. Cell line: BT-549. Synergy scores: CSS=-2.70, Synergy_ZIP=-0.627, Synergy_Bliss=-3.07, Synergy_Loewe=-5.22, Synergy_HSA=-5.38. (5) Drug 1: CC1=C(C=C(C=C1)NC2=NC=CC(=N2)N(C)C3=CC4=NN(C(=C4C=C3)C)C)S(=O)(=O)N.Cl. Drug 2: CC(C)NC(=O)C1=CC=C(C=C1)CNNC.Cl. Cell line: COLO 205. Synergy scores: CSS=-5.03, Synergy_ZIP=5.66, Synergy_Bliss=-0.166, Synergy_Loewe=-9.21, Synergy_HSA=-8.69. (6) Drug 1: CN1CCC(CC1)COC2=C(C=C3C(=C2)N=CN=C3NC4=C(C=C(C=C4)Br)F)OC. Drug 2: CN(CCCl)CCCl.Cl. Cell line: HOP-62. Synergy scores: CSS=2.59, Synergy_ZIP=-2.73, Synergy_Bliss=-0.105, Synergy_Loewe=-1.74, Synergy_HSA=-1.64. (7) Drug 1: CCN(CC)CCNC(=O)C1=C(NC(=C1C)C=C2C3=C(C=CC(=C3)F)NC2=O)C. Synergy scores: CSS=0.0965, Synergy_ZIP=-0.732, Synergy_Bliss=-1.26, Synergy_Loewe=-8.32, Synergy_HSA=-3.68. Cell line: SK-OV-3. Drug 2: CS(=O)(=O)OCCCCOS(=O)(=O)C.